From a dataset of PAMPA (Parallel Artificial Membrane Permeability Assay) permeability data from NCATS. Regression/Classification. Given a drug SMILES string, predict its absorption, distribution, metabolism, or excretion properties. Task type varies by dataset: regression for continuous measurements (e.g., permeability, clearance, half-life) or binary classification for categorical outcomes (e.g., BBB penetration, CYP inhibition). Dataset: pampa_ncats. The compound is CC1=NN2CCCN(C2=C1C3=CC=CC=C3C4=CC=CC=C4)CC5=CC=C(S5)C(=O)O. The result is 1 (high permeability).